From a dataset of Forward reaction prediction with 1.9M reactions from USPTO patents (1976-2016). Predict the product of the given reaction. (1) The product is: [Cl:19][CH2:20][C:21]([NH:14][C:12](=[O:13])[C:11]1[CH:15]=[CH:16][C:8]([O:7][C:6]2[CH:17]=[CH:18][C:3]([O:2][CH3:1])=[CH:4][CH:5]=2)=[CH:9][CH:10]=1)=[O:22]. Given the reactants [CH3:1][O:2][C:3]1[CH:18]=[CH:17][C:6]([O:7][C:8]2[CH:16]=[CH:15][C:11]([C:12]([NH2:14])=[O:13])=[CH:10][CH:9]=2)=[CH:5][CH:4]=1.[Cl:19][CH2:20][C:21](Cl)=[O:22], predict the reaction product. (2) The product is: [CH2:17]([O:16][C:14]([C:10]1[CH:11]=[C:12]([CH3:13])[N:8]([C:4]2[CH:3]=[C:2]([C:23]3[CH:24]=[CH:25][CH:26]=[CH:27][C:22]=3[O:21][C:20]([F:19])([F:32])[F:31])[CH:7]=[CH:6][CH:5]=2)[N:9]=1)=[O:15])[CH3:18]. Given the reactants Br[C:2]1[CH:3]=[C:4]([N:8]2[C:12]([CH3:13])=[CH:11][C:10]([C:14]([O:16][CH2:17][CH3:18])=[O:15])=[N:9]2)[CH:5]=[CH:6][CH:7]=1.[F:19][C:20]([F:32])([F:31])[O:21][C:22]1[CH:27]=[CH:26][CH:25]=[CH:24][C:23]=1B(O)O, predict the reaction product. (3) The product is: [F:1][C:2]([F:12])([F:11])[C:3]1[N:4]=[C:5]([C:8]([Cl:16])=[O:9])[S:6][CH:7]=1. Given the reactants [F:1][C:2]([F:12])([F:11])[C:3]1[N:4]=[C:5]([C:8](O)=[O:9])[S:6][CH:7]=1.C(Cl)(=O)C([Cl:16])=O, predict the reaction product. (4) Given the reactants [Cl:1][C:2]1[C:3]([CH2:8][NH:9][C:10]([CH:12]2[CH2:20][CH2:19][CH:18]3[N:14]([C:15](=[O:23])[C:16]([CH3:22])([CH3:21])[CH2:17]3)[CH2:13]2)=O)=[N:4][CH:5]=[CH:6][N:7]=1.P(Cl)(Cl)(Cl)(Cl)Cl, predict the reaction product. The product is: [Cl:1][C:2]1[C:3]2[N:4]([C:10]([CH:12]3[CH2:20][CH2:19][CH:18]4[N:14]([C:15](=[O:23])[C:16]([CH3:22])([CH3:21])[CH2:17]4)[CH2:13]3)=[N:9][CH:8]=2)[CH:5]=[CH:6][N:7]=1.